This data is from Catalyst prediction with 721,799 reactions and 888 catalyst types from USPTO. The task is: Predict which catalyst facilitates the given reaction. Reactant: [CH3:1][O:2][C:3]([C:5]1[CH:6]=[N:7][C:8]([N:11]2[CH2:24][CH2:23][C:14]3[NH:15][C:16]4[CH:17]=[CH:18][C:19]([CH3:22])=[CH:20][C:21]=4[C:13]=3[CH2:12]2)=[N:9][CH:10]=1)=[O:4].[H-].[Na+].[C:27](Cl)(=[O:29])[CH3:28]. Product: [CH3:1][O:2][C:3]([C:5]1[CH:6]=[N:7][C:8]([N:11]2[CH2:24][CH2:23][C:14]3[N:15]([C:27](=[O:29])[CH3:28])[C:16]4[CH:17]=[CH:18][C:19]([CH3:22])=[CH:20][C:21]=4[C:13]=3[CH2:12]2)=[N:9][CH:10]=1)=[O:4]. The catalyst class is: 3.